From a dataset of M1 muscarinic receptor antagonist screen with 61,756 compounds. Binary Classification. Given a drug SMILES string, predict its activity (active/inactive) in a high-throughput screening assay against a specified biological target. (1) The molecule is Clc1c(OC)cc(NC(=O)C2Oc3c(OC2)cccc3)c(OC)c1. The result is 0 (inactive). (2) The drug is O(c1cc(ccc1)C(=O)Nc1n[nH]nn1)c1ccccc1. The result is 0 (inactive).